This data is from NCI-60 drug combinations with 297,098 pairs across 59 cell lines. The task is: Regression. Given two drug SMILES strings and cell line genomic features, predict the synergy score measuring deviation from expected non-interaction effect. Drug 1: CC1C(C(CC(O1)OC2CC(CC3=C2C(=C4C(=C3O)C(=O)C5=C(C4=O)C(=CC=C5)OC)O)(C(=O)CO)O)N)O.Cl. Drug 2: CN(CC1=CN=C2C(=N1)C(=NC(=N2)N)N)C3=CC=C(C=C3)C(=O)NC(CCC(=O)O)C(=O)O. Cell line: SR. Synergy scores: CSS=80.2, Synergy_ZIP=-1.81, Synergy_Bliss=-3.32, Synergy_Loewe=-5.14, Synergy_HSA=-2.65.